This data is from Experimentally validated miRNA-target interactions with 360,000+ pairs, plus equal number of negative samples. The task is: Binary Classification. Given a miRNA mature sequence and a target amino acid sequence, predict their likelihood of interaction. The miRNA is mmu-miR-879-5p with sequence AGAGGCUUAUAGCUCUAAGCC. The protein sequence of the target gene is MERPQPDSMPQDLSEALKEATKEVHIQAENAEFMKNFQKGQVSREGFKLVMASLYHIYTALEEEIERNKQNPVYAPLYFPEELHRRAALEQDMAFWYGPHWQEIIPCTPATQHYVKRLHEVGRTHPELLVAHAYTRYLGDLSGGQVLKKIAQKAMALPSSGEGLAFFTFPNIDSPTKFKQLYRARMNTLEMTPEVKHRVTEEAKTAFLLNIELFEELQVMLTEEHKDQSPSQMASLRQRPASLVQDTAPAETPRGKPQISTSSSQTPLLQWVLTLSFLLATVAVGIYAM. Result: 0 (no interaction).